From a dataset of Reaction yield outcomes from USPTO patents with 853,638 reactions. Predict the reaction yield, written as a fraction of the theoretical maximum amount of product (1.0 means a 100% yield; for example, 0.34 means a 34% yield). (1) The reactants are [F:1][C:2]1[CH:7]=[CH:6][CH:5]=[CH:4][C:3]=1[C:8]1([CH2:28][CH2:29][OH:30])[O:13][C:12](=[O:14])[N:11]([C:15]2[CH:20]=[CH:19][CH:18]=[C:17]([C:21]3[CH:26]=[CH:25][C:24]([F:27])=[CH:23][CH:22]=3)[N:16]=2)[CH2:10][CH2:9]1.[OH:31]O. The catalyst is C(O)(=O)C. The product is [F:27][C:24]1[CH:23]=[CH:22][C:21]([C:17]2[CH:18]=[CH:19][CH:20]=[C:15]([N:11]3[CH2:10][CH2:9][C:8]([C:3]4[CH:4]=[CH:5][CH:6]=[CH:7][C:2]=4[F:1])([CH2:28][CH2:29][OH:30])[O:13][C:12]3=[O:14])[N+:16]=2[O-:31])=[CH:26][CH:25]=1. The yield is 0.110. (2) The reactants are [C:1]([C:3]([C:12]1([CH3:22])[CH2:17][C:16]([CH3:19])([CH3:18])[CH2:15][C:14]([CH3:21])([CH3:20])[CH2:13]1)([CH2:9][CH:10]=[CH2:11])C(OCC)=O)#[N:2].[Cl-:23].[Li+].[H-].[Al+3].[Li+].[H-].[H-].[H-].[OH-].[Na+]. The catalyst is CS(C)=O.C(OCC)C.O. The product is [ClH:23].[CH3:22][C:12]1([CH:3]([CH2:9][CH:10]=[CH2:11])[CH2:1][NH2:2])[CH2:17][C:16]([CH3:18])([CH3:19])[CH2:15][C:14]([CH3:20])([CH3:21])[CH2:13]1. The yield is 0.310. (3) The reactants are [Br:1][C:2]1[CH:3]=[C:4]2[C:8](=[CH:9][CH:10]=1)[NH:7][N:6]=[C:5]2[CH3:11].[C:12]([O:16][C:17](O[C:17]([O:16][C:12]([CH3:15])([CH3:14])[CH3:13])=[O:18])=[O:18])([CH3:15])([CH3:14])[CH3:13]. The catalyst is CN(C1C=CN=CC=1)C.CC#N. The product is [C:12]([O:16][C:17]([N:7]1[C:8]2[C:4](=[CH:3][C:2]([Br:1])=[CH:10][CH:9]=2)[C:5]([CH3:11])=[N:6]1)=[O:18])([CH3:15])([CH3:14])[CH3:13]. The yield is 0.950. (4) The reactants are [NH:1]1[CH:5]=[CH:4][C:3]([N:6]2[C:14](=[O:15])[C:13]3[C:8](=[CH:9][CH:10]=[CH:11][CH:12]=3)[C:7]2=[O:16])=[N:2]1.[CH3:17][C:18]1([CH3:35])[O:22][C@H:21]([CH2:23]OS(C2C=CC(Cl)=CC=2)(=O)=O)[CH2:20][O:19]1.CC(C)([O-])C.[Na+].O. The catalyst is O1CCOCC1. The product is [CH3:17][C:18]1([CH3:35])[O:22][C@H:21]([CH2:23][N:1]2[CH:5]=[CH:4][C:3]([N:6]3[C:14](=[O:15])[C:13]4[C:8](=[CH:9][CH:10]=[CH:11][CH:12]=4)[C:7]3=[O:16])=[N:2]2)[CH2:20][O:19]1. The yield is 0.741. (5) The reactants are [Br:1][C:2]1[CH:3]=[C:4]([CH:8]=[C:9]([I:11])[CH:10]=1)[C:5]([OH:7])=[O:6].Cl.CN(C)CCCN=C=NCC.[C:24](O)([CH3:27])([CH3:26])[CH3:25]. The catalyst is C(Cl)Cl.CN(C1C=CN=CC=1)C. The product is [C:24]([O:6][C:5](=[O:7])[C:4]1[CH:8]=[C:9]([I:11])[CH:10]=[C:2]([Br:1])[CH:3]=1)([CH3:27])([CH3:26])[CH3:25]. The yield is 0.860. (6) The reactants are [CH3:1][C:2]([CH3:8])([CH2:5][CH:6]=[CH2:7])[CH2:3][OH:4].[C:9]([Si:13]([CH3:16])([CH3:15])Cl)([CH3:12])([CH3:11])[CH3:10].N1C=CN=C1. The catalyst is ClCCl. The product is [CH3:1][C:2]([CH3:8])([CH2:5][CH:6]=[CH2:7])[CH2:3][O:4][Si:13]([CH3:16])([CH3:15])[C:9]([CH3:12])([CH3:11])[CH3:10]. The yield is 0.710. (7) The reactants are [N:1]1[CH:6]=[CH:5][C:4]([NH2:7])=[CH:3][CH:2]=1.C[Si]([N-][Si](C)(C)C)(C)C.[Na+].[Br-].Cl[C:20]1[C:25]2=[C:26]([CH2:29][N+](CC)(CC)CC)[CH:27]=[CH:28][N:24]2[N:23]=[CH:22][N:21]=1.C(OC(=O)[NH:43][CH:44]1[CH2:49][CH2:48][NH:47][CH2:46][CH2:45]1)(C)(C)C. The catalyst is C1COCC1.CN(C=O)C. The product is [NH2:7][CH:4]1[CH2:5][CH2:6][N:1]([CH2:29][C:26]2[CH:27]=[CH:28][N:24]3[C:25]=2[C:20]([NH:43][C:44]2[CH:49]=[CH:48][N:47]=[CH:46][CH:45]=2)=[N:21][CH:22]=[N:23]3)[CH2:2][CH2:3]1. The yield is 0.530. (8) The reactants are Br[C:2]1[C:3]([Cl:30])=[C:4]([O:20][C:21]2[CH:26]=[C:25]([C:27]#[N:28])[CH:24]=[C:23]([Cl:29])[CH:22]=2)[C:5]([F:19])=[C:6]([CH2:8][NH:9][C:10]([C:12]2[NH:16][C:15]([CH3:17])=[N:14][C:13]=2[Cl:18])=[O:11])[CH:7]=1.[C:31]([OH:37])([C:33]([F:36])([F:35])[F:34])=[O:32].[CH3:38][N:39](C=O)C. The catalyst is [C-]#N.[Zn+2].[C-]#N.C1C=CC([P]([Pd]([P](C2C=CC=CC=2)(C2C=CC=CC=2)C2C=CC=CC=2)([P](C2C=CC=CC=2)(C2C=CC=CC=2)C2C=CC=CC=2)[P](C2C=CC=CC=2)(C2C=CC=CC=2)C2C=CC=CC=2)(C2C=CC=CC=2)C2C=CC=CC=2)=CC=1. The product is [F:34][C:33]([F:36])([F:35])[C:31]([OH:37])=[O:32].[Cl:18][C:13]1[N:14]=[C:15]([CH3:17])[NH:16][C:12]=1[C:10]([NH:9][CH2:8][C:6]1[CH:7]=[C:2]([C:38]#[N:39])[C:3]([Cl:30])=[C:4]([O:20][C:21]2[CH:26]=[C:25]([C:27]#[N:28])[CH:24]=[C:23]([Cl:29])[CH:22]=2)[C:5]=1[F:19])=[O:11]. The yield is 0.0700. (9) The reactants are Cl.[I:2][C:3]1[CH:4]=[C:5]2[C:10]3=[C:11]([C:13](=[O:21])[C:14]([C:16]([O:18]CC)=[O:17])=[CH:15][N:9]3[N:8]([CH3:22])[CH2:7][C:6]2(C(OC(C)(C)C)=O)C(OC(C)(C)C)=O)[CH:12]=1. The yield is 0.520. The catalyst is C(O)(=O)C. The product is [I:2][C:3]1[CH:4]=[C:5]2[C:10]3=[C:11]([C:13](=[O:21])[C:14]([C:16]([OH:18])=[O:17])=[CH:15][N:9]3[N:8]([CH3:22])[CH2:7][CH2:6]2)[CH:12]=1.